From a dataset of Reaction yield outcomes from USPTO patents with 853,638 reactions. Predict the reaction yield, written as a fraction of the theoretical maximum amount of product (1.0 means a 100% yield; for example, 0.34 means a 34% yield). (1) The reactants are [C:1]1([S:7]([N:10]2[C:14]3=[N:15][CH:16]=[C:17]([N+:41]([O-])=O)[C:18]([NH:19][CH:20]4[CH2:28][CH:27]5[CH:23]([CH2:24][C:25](=[O:40])[N:26]5[CH2:29][C:30]5[CH:35]=[CH:34][C:33]([O:36][CH3:37])=[CH:32][C:31]=5[O:38][CH3:39])[CH2:22][CH2:21]4)=[C:13]3[CH:12]=[CH:11]2)(=[O:9])=[O:8])[CH:6]=[CH:5][CH:4]=[CH:3][CH:2]=1.[Cl-].[NH4+].O. The catalyst is C(O)C.[Fe]. The product is [NH2:41][C:17]1[C:18]([NH:19][CH:20]2[CH2:28][CH:27]3[CH:23]([CH2:24][C:25](=[O:40])[N:26]3[CH2:29][C:30]3[CH:35]=[CH:34][C:33]([O:36][CH3:37])=[CH:32][C:31]=3[O:38][CH3:39])[CH2:22][CH2:21]2)=[C:13]2[CH:12]=[CH:11][N:10]([S:7]([C:1]3[CH:6]=[CH:5][CH:4]=[CH:3][CH:2]=3)(=[O:8])=[O:9])[C:14]2=[N:15][CH:16]=1. The yield is 0.930. (2) The reactants are [CH2:1]([O:3][C:4]1[C:13]2[C:8](=[CH:9][CH:10]=[CH:11][CH:12]=2)[C:7]([O:14][CH2:15][CH3:16])=[C:6]([C:17]([OH:19])=O)[C:5]=1[C:20]([OH:22])=[O:21])[CH3:2].S(Cl)(Cl)=O. The catalyst is C(Cl)(Cl)Cl. The product is [CH2:15]([O:14][C:7]1[C:8]2[C:13](=[CH:12][CH:11]=[CH:10][CH:9]=2)[C:4]([O:3][CH2:1][CH3:2])=[C:5]2[C:20]([O:21][C:17](=[O:19])[C:6]=12)=[O:22])[CH3:16]. The yield is 0.990. (3) The reactants are [O:1]1[CH2:6][CH2:5][O:4][C:3]2[CH:7]=[C:8]([CH2:11][NH2:12])[CH:9]=[CH:10][C:2]1=2.[CH:13](OCC)=O.CC[N+](S(N=C(OC)[O-])(=O)=O)(CC)CC. No catalyst specified. The product is [N+:12]([CH2:11][C:8]1[CH:9]=[CH:10][C:2]2[O:1][CH2:6][CH2:5][O:4][C:3]=2[CH:7]=1)#[C-:13]. The yield is 0.500. (4) The reactants are [F:1][C:2]1[CH:3]=[C:4]([C:24]2[CH:25]=[C:26]([NH:33][C:34]3[CH:39]=[CH:38][C:37]([N:40]4[CH2:45][CH2:44][N:43]([CH3:46])[CH2:42][CH2:41]4)=[CH:36][N:35]=3)[C:27]3[N:28]([CH:30]=[CH:31][N:32]=3)[N:29]=2)[C:5]([CH2:22][OH:23])=[C:6]([N:8]2[CH2:20][CH2:19][N:11]3[C:12]4[CH2:13][CH2:14][CH2:15][CH2:16][C:17]=4[CH:18]=[C:10]3[C:9]2=[O:21])[CH:7]=1.ClC1C=C(NC2C=CC(N3CCN(C4[CH2:73][O:72][CH2:71]4)CC3)=CN=2)C2N(C=CN=2)N=1.C(OCC1C(B2OC(C)(C)C(C)(C)O2)=CC(F)=CC=1N1CCN2C3CCCCC=3C=C2C1=O)(=O)C. No catalyst specified. The product is [F:1][C:2]1[CH:3]=[C:4]([C:24]2[CH:25]=[C:26]([NH:33][C:34]3[CH:39]=[CH:38][C:37]([N:40]4[CH2:45][CH2:44][N:43]([CH:46]5[CH2:73][O:72][CH2:71]5)[CH2:42][CH2:41]4)=[CH:36][N:35]=3)[C:27]3[N:28]([CH:30]=[CH:31][N:32]=3)[N:29]=2)[C:5]([CH2:22][OH:23])=[C:6]([N:8]2[CH2:20][CH2:19][N:11]3[C:12]4[CH2:13][CH2:14][CH2:15][CH2:16][C:17]=4[CH:18]=[C:10]3[C:9]2=[O:21])[CH:7]=1. The yield is 0.0900. (5) The reactants are [CH3:1][O:2][C:3]1[CH:8]=[CH:7][C:6]([C:9]2[C:14]([C:15]3[CH:20]=[CH:19][C:18]([O:21][CH3:22])=[CH:17][CH:16]=3)=[N:13][N:12]([CH2:23][CH2:24][C:25]([OH:27])=O)[C:11](=[O:28])[CH:10]=2)=[CH:5][CH:4]=1.C(Cl)(=O)C(Cl)=O.[CH2:35]([NH2:42])[C:36]1[CH:41]=[CH:40][CH:39]=[CH:38][CH:37]=1. No catalyst specified. The product is [CH3:1][O:2][C:3]1[CH:8]=[CH:7][C:6]([C:9]2[C:14]([C:15]3[CH:16]=[CH:17][C:18]([O:21][CH3:22])=[CH:19][CH:20]=3)=[N:13][N:12]([CH2:23][CH2:24][C:25]([NH:42][CH2:35][C:36]3[CH:41]=[CH:40][CH:39]=[CH:38][CH:37]=3)=[O:27])[C:11](=[O:28])[CH:10]=2)=[CH:5][CH:4]=1. The yield is 0.522. (6) The reactants are [CH3:1][N:2](C=O)C.[OH:6][C:7]1[CH:16]=[CH:15][C:10]([C:11]([O:13][CH3:14])=[O:12])=[CH:9][C:8]=1I.CCN(C(C)C)C(C)C.CN.CN(C(ON1N=NC2C=CC=CC1=2)=[N+](C)C)C.F[P-](F)(F)(F)(F)F. No catalyst specified. The product is [C:1]([C:8]1[CH:9]=[C:10]([CH:15]=[CH:16][C:7]=1[OH:6])[C:11]([O:13][CH3:14])=[O:12])#[N:2]. The yield is 0.630. (7) The reactants are [I:1][C:2]1[CH:3]=[C:4]([CH:8]=[CH:9][C:10]=1[CH3:11])[C:5]([OH:7])=O.[CH2:12]1[C:20]2[C:15](=[CH:16][CH:17]=[CH:18][CH:19]=2)[CH2:14][NH:13]1.C(N(CC)CC)C.C1C=CC2N(O)N=NC=2C=1.C(Cl)CCl. The catalyst is C(Cl)Cl. The product is [I:1][C:2]1[CH:3]=[C:4]([CH:8]=[CH:9][C:10]=1[CH3:11])[C:5]([N:13]1[CH2:14][C:15]2[C:20](=[CH:19][CH:18]=[CH:17][CH:16]=2)[CH2:12]1)=[O:7]. The yield is 0.830. (8) The reactants are [Br:1][C:2]1[CH:3]=[C:4]([CH:8]=[O:9])[S:5][C:6]=1Br.C(=O)([O-])[O-].[K+].[K+].[C:16]1([SH:22])[CH:21]=[CH:20][CH:19]=[CH:18][CH:17]=1.O. The catalyst is CN(C)C=O. The product is [Br:1][C:2]1[CH:3]=[C:4]([CH:8]=[O:9])[S:5][C:6]=1[S:22][C:16]1[CH:21]=[CH:20][CH:19]=[CH:18][CH:17]=1. The yield is 0.990. (9) The yield is 0.130. The product is [CH2:1]([O:3][C:4]1[C:8]([CH2:9][CH2:10][CH2:11][CH2:12][O:13][C:14]2[CH:19]=[CH:18][CH:17]=[CH:16][C:15]=2[CH2:20][C:21]([OH:23])=[O:22])=[CH:7][N:6]([C:26]2[CH:31]=[CH:30][C:29]([C:32]([F:35])([F:34])[F:33])=[CH:28][N:27]=2)[N:5]=1)[CH3:2]. The catalyst is CN(C)C=O. The reactants are [CH2:1]([O:3][C:4]1[C:8]([CH2:9][CH2:10][CH2:11][CH2:12][O:13][C:14]2[CH:19]=[CH:18][CH:17]=[CH:16][C:15]=2[CH2:20][C:21]([O:23]C)=[O:22])=[CH:7][NH:6][N:5]=1)[CH3:2].Cl[C:26]1[CH:31]=[CH:30][C:29]([C:32]([F:35])([F:34])[F:33])=[CH:28][N:27]=1.[H-].[Na+].Cl.